This data is from Forward reaction prediction with 1.9M reactions from USPTO patents (1976-2016). The task is: Predict the product of the given reaction. Given the reactants Cl[C:2]1[N:11]=[C:10]([N:12]2[CH2:21][CH:20]([C:22]3[CH:27]=[CH:26][CH:25]=[CH:24][CH:23]=3)[C:19]3[C:14](=[CH:15][CH:16]=[CH:17][CH:18]=3)[CH2:13]2)[C:9]2[C:4](=[CH:5][CH:6]=[CH:7][CH:8]=2)[N:3]=1.[N:28]1[CH:29]=[CH:30][N:31]2[CH:36]=[C:35](B(O)O)[CH:34]=[CH:33][C:32]=12.N1C=CN2C=C(C3N=C(NCC(C4C=CC=CC=4)C4NC=CC=4)C4C(=CC=CC=4)N=3)C=CC=12, predict the reaction product. The product is: [N:28]1[CH:29]=[CH:30][N:31]2[CH:36]=[C:35]([C:2]3[N:11]=[C:10]([N:12]4[CH2:21][CH:20]([C:22]5[CH:27]=[CH:26][CH:25]=[CH:24][CH:23]=5)[C:19]5[C:14](=[CH:15][CH:16]=[CH:17][CH:18]=5)[CH2:13]4)[C:9]4[C:4](=[CH:5][CH:6]=[CH:7][CH:8]=4)[N:3]=3)[CH:34]=[CH:33][C:32]=12.